This data is from Full USPTO retrosynthesis dataset with 1.9M reactions from patents (1976-2016). The task is: Predict the reactants needed to synthesize the given product. (1) Given the product [S:48]([OH:51])(=[O:50])(=[O:49])[CH3:47].[N:1]1[CH:6]=[CH:5][CH:4]=[CH:3][C:2]=1[N:7]([CH2:40][CH2:41][C:42]([O:44][CH2:45][CH3:46])=[O:43])[C:8]([C:10]1[CH:39]=[CH:38][C:13]2[N:14]([CH3:37])[C:15]([CH2:17][NH:18][C:19]3[CH:20]=[CH:21][C:22]([C:25](=[NH:36])[NH:26][C:27]([O:29][CH2:30][CH2:31][CH2:32][CH2:33][CH2:34][CH3:35])=[O:28])=[CH:23][CH:24]=3)=[N:16][C:12]=2[CH:11]=1)=[O:9], predict the reactants needed to synthesize it. The reactants are: [N:1]1[CH:6]=[CH:5][CH:4]=[CH:3][C:2]=1[N:7]([CH2:40][CH2:41][C:42]([O:44][CH2:45][CH3:46])=[O:43])[C:8]([C:10]1[CH:39]=[CH:38][C:13]2[N:14]([CH3:37])[C:15]([CH2:17][NH:18][C:19]3[CH:24]=[CH:23][C:22]([C:25](=[NH:36])[NH:26][C:27]([O:29][CH2:30][CH2:31][CH2:32][CH2:33][CH2:34][CH3:35])=[O:28])=[CH:21][CH:20]=3)=[N:16][C:12]=2[CH:11]=1)=[O:9].[CH3:47][S:48]([OH:51])(=[O:50])=[O:49]. (2) Given the product [Cl:27][C:28]1[CH:33]=[C:32]([C:34]2([C:36]([F:39])([F:37])[F:38])[O:26][N:25]=[C:24]([C:17]3[C:18]4[C:23](=[CH:22][CH:21]=[CH:20][CH:19]=4)[C:14]([N:9]4[CH:13]=[N:12][CH:11]=[N:10]4)=[CH:15][CH:16]=3)[CH2:35]2)[CH:31]=[C:30]([Cl:40])[CH:29]=1, predict the reactants needed to synthesize it. The reactants are: ClN1C(=O)CCC1=O.[N:9]1([C:14]2[C:23]3[C:18](=[CH:19][CH:20]=[CH:21][CH:22]=3)[C:17]([CH:24]=[N:25][OH:26])=[CH:16][CH:15]=2)[CH:13]=[N:12][CH:11]=[N:10]1.[Cl:27][C:28]1[CH:33]=[C:32]([C:34]([C:36]([F:39])([F:38])[F:37])=[CH2:35])[CH:31]=[C:30]([Cl:40])[CH:29]=1.C(N(CC)CC)C. (3) Given the product [O:40]=[S:26]1(=[O:25])[CH2:27][CH2:28][N:29]([CH2:32][C:33]2[CH:38]=[CH:37][C:36]([NH:39][C:22]([C:19]3[CH:18]=[CH:17][C:16]([C:3]4[C:2]([CH3:1])=[CH:7][CH:6]=[C:5]([NH:8][C:9]([C:11]5[S:12][CH:13]=[CH:14][CH:15]=5)=[O:10])[CH:4]=4)=[CH:21][CH:20]=3)=[O:23])=[CH:35][CH:34]=2)[CH2:30][CH2:31]1, predict the reactants needed to synthesize it. The reactants are: [CH3:1][C:2]1[CH:7]=[CH:6][C:5]([NH:8][C:9]([C:11]2[S:12][CH:13]=[CH:14][CH:15]=2)=[O:10])=[CH:4][C:3]=1[C:16]1[CH:21]=[CH:20][C:19]([C:22](O)=[O:23])=[CH:18][CH:17]=1.[O:25]=[S:26]1(=[O:40])[CH2:31][CH2:30][N:29]([CH2:32][C:33]2[CH:38]=[CH:37][C:36]([NH2:39])=[CH:35][CH:34]=2)[CH2:28][CH2:27]1.CCN=C=NCCCN(C)C.C1C=CC2N(O)N=NC=2C=1.CN1CCOCC1. (4) Given the product [CH3:1][C:2]1[C:7]([S:8]([CH3:11])(=[O:10])=[O:9])=[CH:6][C:5]([N+:13]([O-:15])=[O:14])=[C:4]([OH:12])[CH:3]=1, predict the reactants needed to synthesize it. The reactants are: [CH3:1][C:2]1[CH:3]=[C:4]([OH:12])[CH:5]=[CH:6][C:7]=1[S:8]([CH3:11])(=[O:10])=[O:9].[N+:13]([O-])([OH:15])=[O:14].O.